Task: Predict the reactants needed to synthesize the given product.. Dataset: Full USPTO retrosynthesis dataset with 1.9M reactions from patents (1976-2016) (1) Given the product [C:34]([C:33]1[CH:32]=[C:31]([NH:30][C:2]2[CH:3]=[CH:4][CH:5]=[C:6]3[C:10]=2[NH:9][C:8]([C:11]([O:13][CH2:14][CH3:15])=[O:12])=[C:7]3[CH2:16][CH2:17][CH2:18][O:19][C:20]2[C:29]3[C:24](=[CH:25][CH:26]=[CH:27][CH:28]=3)[CH:23]=[CH:22][CH:21]=2)[CH:38]=[CH:37][CH:36]=1)#[N:35], predict the reactants needed to synthesize it. The reactants are: Br[C:2]1[CH:3]=[CH:4][CH:5]=[C:6]2[C:10]=1[NH:9][C:8]([C:11]([O:13][CH2:14][CH3:15])=[O:12])=[C:7]2[CH2:16][CH2:17][CH2:18][O:19][C:20]1[C:29]2[C:24](=[CH:25][CH:26]=[CH:27][CH:28]=2)[CH:23]=[CH:22][CH:21]=1.[NH2:30][C:31]1[CH:32]=[C:33]([CH:36]=[CH:37][CH:38]=1)[C:34]#[N:35].C1(P(C2CCCCC2)C2C=CC=CC=2C2C(N(C)C)=CC=CC=2)CCCCC1.C([O-])([O-])=O.[Cs+].[Cs+]. (2) Given the product [OH:3][C@H:4]1[CH2:5][CH2:6][C@H:7]([C:10]([O:12][C:13]([CH3:16])([CH3:15])[CH3:14])=[O:11])[C@@H:8]([C:2]([O:18][CH3:17])=[O:1])[CH2:9]1, predict the reactants needed to synthesize it. The reactants are: [O:1]=[C:2]1[C@H:8]2[CH2:9][C@H:4]([CH2:5][CH2:6][C@@H:7]2[C:10]([O:12][C:13]([CH3:16])([CH3:15])[CH3:14])=[O:11])[O:3]1.[CH3:17][O-:18].[Na+].Cl. (3) The reactants are: Cl[C:2]1[C:3]([C:16]2[CH:21]=[CH:20][C:19]([F:22])=[CH:18][CH:17]=2)=[N:4][C:5]2[C:10]([N:11]=1)=[CH:9][C:8]([C:12]([O:14][CH3:15])=[O:13])=[CH:7][CH:6]=2.[CH3:23][C@H:24]([NH2:27])[CH2:25][CH3:26]. Given the product [C@@H:24]([NH:27][C:2]1[C:3]([C:16]2[CH:21]=[CH:20][C:19]([F:22])=[CH:18][CH:17]=2)=[N:4][C:5]2[C:10]([N:11]=1)=[CH:9][C:8]([C:12]([O:14][CH3:15])=[O:13])=[CH:7][CH:6]=2)([CH2:25][CH3:26])[CH3:23], predict the reactants needed to synthesize it. (4) The reactants are: [CH2:1]([CH:8]1[CH2:13][CH2:12][N:11]([C:14](=[O:25])[CH2:15][NH:16][C:17]2[CH:22]=[CH:21][C:20]([O:23]C)=[CH:19][CH:18]=2)[CH2:10][CH2:9]1)[C:2]1[CH:7]=[CH:6][CH:5]=[CH:4][CH:3]=1.B(Br)(Br)Br. Given the product [CH2:1]([CH:8]1[CH2:9][CH2:10][N:11]([C:14](=[O:25])[CH2:15][NH:16][C:17]2[CH:22]=[CH:21][C:20]([OH:23])=[CH:19][CH:18]=2)[CH2:12][CH2:13]1)[C:2]1[CH:7]=[CH:6][CH:5]=[CH:4][CH:3]=1, predict the reactants needed to synthesize it. (5) Given the product [CH:3]1([CH2:2][O:17][C:16]2[CH:18]=[CH:19][C:11]([CH:10]=[O:9])=[CH:12][C:13]=2[O:14][CH3:15])[CH2:8][CH2:7][CH2:6][CH2:5][CH2:4]1, predict the reactants needed to synthesize it. The reactants are: Br[CH2:2][CH:3]1[CH2:8][CH2:7][CH2:6][CH2:5][CH2:4]1.[O:9]=[CH:10][C:11]1[CH:19]=[CH:18][C:16]([OH:17])=[C:13]([O:14][CH3:15])[CH:12]=1.C(=O)([O-])[O-].[K+].[K+]. (6) Given the product [CH2:17]([O:16][CH:4]([O:3][CH2:1][CH3:2])/[CH:5]=[CH:6]/[C:20]1[C:25]([N+:26]([O-:28])=[O:27])=[CH:24][CH:23]=[CH:22][C:21]=1[F:29])[CH3:18], predict the reactants needed to synthesize it. The reactants are: [CH2:1]([O:3][CH:4]([O:16][CH2:17][CH3:18])[CH:5]=[CH:6]B1OC(C)(C)C(C)(C)O1)[CH3:2].Br[C:20]1[C:25]([N+:26]([O-:28])=[O:27])=[CH:24][CH:23]=[CH:22][C:21]=1[F:29].C(=O)([O-])[O-].[Cs+].[Cs+]. (7) The reactants are: [CH3:1][CH:2]([CH2:7][N:8]1[CH2:12][CH2:11][CH2:10][CH2:9]1)[CH2:3][C:4]([OH:6])=[O:5].C1N=CN(C(N2C=NC=C2)=O)C=1.[F:25][C:26]1[CH:27]=[C:28]([C:32]2[CH:33]=[C:34]([NH2:37])[NH:35][N:36]=2)[CH:29]=[N:30][CH:31]=1. Given the product [CH:4]([OH:6])=[O:5].[F:25][C:26]1[CH:27]=[C:28]([C:32]2[CH:33]=[C:34]([NH:37][C:4](=[O:6])[CH2:3][CH:2]([CH3:1])[CH2:7][N:8]3[CH2:12][CH2:11][CH2:10][CH2:9]3)[NH:35][N:36]=2)[CH:29]=[N:30][CH:31]=1, predict the reactants needed to synthesize it. (8) Given the product [O:19]=[S:16]1(=[O:20])[CH2:17][CH2:18][CH:14]([C:5]2[C:4]3[C:8](=[C:9]([C:11]([NH2:13])=[O:12])[CH:10]=[C:2]([C:22]4[O:21][CH:25]=[CH:24][CH:23]=4)[CH:3]=3)[NH:7][CH:6]=2)[CH2:15]1, predict the reactants needed to synthesize it. The reactants are: Br[C:2]1[CH:3]=[C:4]2[C:8](=[C:9]([C:11]([NH2:13])=[O:12])[CH:10]=1)[NH:7][CH:6]=[C:5]2[CH:14]1[CH2:18][CH2:17][S:16](=[O:20])(=[O:19])[CH2:15]1.[O:21]1[CH:25]=[CH:24][CH:23]=[C:22]1B(O)O.C(=O)([O-])[O-].[K+].[K+].